From a dataset of Catalyst prediction with 721,799 reactions and 888 catalyst types from USPTO. Predict which catalyst facilitates the given reaction. (1) Reactant: [C:1]([C:4]1[CH:5]=[C:6]([C:20]2[CH:25]=[CH:24][CH:23]=[CH:22][C:21]=2[O:26][CH3:27])[CH:7]=[C:8]2[C:16]=1[NH:15][C:14]1[CH:13]=[CH:12][C:11]([C:17]([OH:19])=O)=[CH:10][C:9]2=1)(=[O:3])[NH2:2].CN(C(ON1N=NC2C=CC=NC1=2)=[N+](C)C)C.F[P-](F)(F)(F)(F)F.[NH:52]1[CH2:57][CH2:56][O:55][CH:54]([CH2:58][OH:59])[CH2:53]1. Product: [OH:59][CH2:58][CH:54]1[O:55][CH2:56][CH2:57][N:52]([C:17]([C:11]2[CH:10]=[C:9]3[C:14](=[CH:13][CH:12]=2)[NH:15][C:16]2[C:4]([C:1]([NH2:2])=[O:3])=[CH:5][C:6]([C:20]4[CH:25]=[CH:24][CH:23]=[CH:22][C:21]=4[O:26][CH3:27])=[CH:7][C:8]3=2)=[O:19])[CH2:53]1. The catalyst class is: 241. (2) Reactant: Br[C:2]1[C:3]([CH2:8][N:9]2[CH2:14][CH2:13][CH2:12][C:11]3([CH2:19][CH2:18][N:17]([C:20]4[N:25]=[C:24]([CH3:26])[CH:23]=[C:22]([CH3:27])[N:21]=4)[CH2:16][CH2:15]3)[C:10]2=[O:28])=[N:4][N:5]([CH3:7])[N:6]=1.COC1C=CC=C(OC)C=1C1C=CC=CC=1P(C1CCCCC1)C1CCCCC1.[CH3:58][O:59][CH2:60][C:61]1[CH:62]=[C:63](B(O)O)[CH:64]=[CH:65][CH:66]=1.[O-]P([O-])([O-])=O.[K+].[K+].[K+]. Product: [CH3:27][C:22]1[CH:23]=[C:24]([CH3:26])[N:25]=[C:20]([N:17]2[CH2:18][CH2:19][C:11]3([C:10](=[O:28])[N:9]([CH2:8][C:3]4[C:2]([C:65]5[CH:64]=[CH:63][CH:62]=[C:61]([CH2:60][O:59][CH3:58])[CH:66]=5)=[N:6][N:5]([CH3:7])[N:4]=4)[CH2:14][CH2:13][CH2:12]3)[CH2:15][CH2:16]2)[N:21]=1. The catalyst class is: 222. (3) Reactant: Br[CH2:2]/[CH:3]=[CH:4]/[CH2:5][O:6][CH2:7][C@H:8]1[CH2:13][CH2:12][C@H:11]([CH2:14][N:15]([CH3:29])[S:16]([C:19]2[CH:24]=[CH:23][C:22]([C:25]([F:28])([F:27])[F:26])=[CH:21][CH:20]=2)(=[O:18])=[O:17])[CH2:10][CH2:9]1.[NH:30]1[CH:34]=[CH:33][N:32]=[CH:31]1.[H-].[Na+]. Product: [N:30]1([CH2:2]/[CH:3]=[CH:4]/[CH2:5][O:6][CH2:7][C@H:8]2[CH2:13][CH2:12][C@H:11]([CH2:14][N:15]([CH3:29])[S:16]([C:19]3[CH:24]=[CH:23][C:22]([C:25]([F:28])([F:27])[F:26])=[CH:21][CH:20]=3)(=[O:18])=[O:17])[CH2:10][CH2:9]2)[CH:34]=[CH:33][N:32]=[CH:31]1. The catalyst class is: 9. (4) Reactant: [CH3:1][C:2]1[CH:11]=[C:10]([C:12]#[C:13][CH2:14][CH2:15][CH2:16][CH2:17][CH2:18][CH3:19])[CH:9]=[CH:8][C:3]=1[C:4]([O:6][CH3:7])=[O:5]. The catalyst class is: 19. Product: [CH3:1][C:2]1[CH:11]=[C:10]([CH2:12][CH2:13][CH2:14][CH2:15][CH2:16][CH2:17][CH2:18][CH3:19])[CH:9]=[CH:8][C:3]=1[C:4]([O:6][CH3:7])=[O:5]. (5) Reactant: [F:1][C:2]1[CH:3]=[C:4]([CH:6]=[CH:7][C:8]=1[N:9]1[CH2:14][CH2:13][O:12][CH2:11][CH2:10]1)[NH2:5].C[Al](C)C.C[O:20][C:21](=O)/[CH:22]=[C:23](\[NH:25][C:26](=O)[CH2:27][CH2:28][C:29]1[CH:34]=[CH:33][CH:32]=[C:31]([F:35])[CH:30]=1)/[CH3:24]. Product: [F:1][C:2]1[CH:3]=[C:4]([N:5]2[C:21](=[O:20])[CH:22]=[C:23]([CH3:24])[N:25]=[C:26]2[CH2:27][CH2:28][C:29]2[CH:34]=[CH:33][CH:32]=[C:31]([F:35])[CH:30]=2)[CH:6]=[CH:7][C:8]=1[N:9]1[CH2:14][CH2:13][O:12][CH2:11][CH2:10]1. The catalyst class is: 2. (6) Reactant: [Cl:1][C:2]1[CH:24]=[C:23]([C:25]([F:28])([F:27])[F:26])[CH:22]=[CH:21][C:3]=1[CH2:4][N:5]1[C:9]([CH2:10][CH2:11][C:12]([O:14]CC)=[O:13])=[CH:8][C:7]([O:17][CH:18]([CH3:20])[CH3:19])=[N:6]1.[OH-].[Na+].Cl. Product: [Cl:1][C:2]1[CH:24]=[C:23]([C:25]([F:28])([F:26])[F:27])[CH:22]=[CH:21][C:3]=1[CH2:4][N:5]1[C:9]([CH2:10][CH2:11][C:12]([OH:14])=[O:13])=[CH:8][C:7]([O:17][CH:18]([CH3:20])[CH3:19])=[N:6]1. The catalyst class is: 214.